Dataset: Full USPTO retrosynthesis dataset with 1.9M reactions from patents (1976-2016). Task: Predict the reactants needed to synthesize the given product. (1) Given the product [CH2:27]([O:26][P:25]([C:30]([C:33]1[CH:38]=[CH:37][C:36]([CH2:39][N:8]2[C:9]([C:11]3[CH:12]=[CH:13][C:14]([S:17]([CH3:20])(=[O:18])=[O:19])=[CH:15][CH:16]=3)=[CH:10][N:6]([CH:3]3[CH2:5][CH2:4]3)[C:7]2=[O:21])=[CH:35][C:34]=1[Br:41])([F:32])[F:31])(=[O:29])[O:24][CH2:22][CH3:23])[CH3:28], predict the reactants needed to synthesize it. The reactants are: [H-].[Na+].[CH:3]1([N:6]2[CH:10]=[C:9]([C:11]3[CH:16]=[CH:15][C:14]([S:17]([CH3:20])(=[O:19])=[O:18])=[CH:13][CH:12]=3)[NH:8][C:7]2=[O:21])[CH2:5][CH2:4]1.[CH2:22]([O:24][P:25]([C:30]([C:33]1[CH:38]=[CH:37][C:36]([CH2:39]Br)=[CH:35][C:34]=1[Br:41])([F:32])[F:31])(=[O:29])[O:26][CH2:27][CH3:28])[CH3:23]. (2) Given the product [CH2:1]([C:3]1[S:4][CH:5]=[C:6](/[CH:8]=[CH:9]/[C:10]2[C:11]([O:21][CH2:22][C:23]3[CH:46]=[CH:45][C:26]([O:27][CH2:28][C:29]4[N:30]=[C:31]([C:35]5[CH:36]=[C:37]([CH:42]=[CH:43][CH:44]=5)[C:38]([OH:40])=[O:39])[O:32][C:33]=4[CH3:34])=[C:25]([O:47][CH3:48])[CH:24]=3)=[N:12][N:13]([C:15]3[CH:16]=[CH:17][CH:18]=[CH:19][CH:20]=3)[CH:14]=2)[N:7]=1)[CH3:2], predict the reactants needed to synthesize it. The reactants are: [CH2:1]([C:3]1[S:4][CH:5]=[C:6](/[CH:8]=[CH:9]/[C:10]2[C:11]([O:21][CH2:22][C:23]3[CH:46]=[CH:45][C:26]([O:27][CH2:28][C:29]4[N:30]=[C:31]([C:35]5[CH:36]=[C:37]([CH:42]=[CH:43][CH:44]=5)[C:38]([O:40]C)=[O:39])[O:32][C:33]=4[CH3:34])=[C:25]([O:47][CH3:48])[CH:24]=3)=[N:12][N:13]([C:15]3[CH:20]=[CH:19][CH:18]=[CH:17][CH:16]=3)[CH:14]=2)[N:7]=1)[CH3:2].O1CCCC1.[OH-].[Na+].Cl. (3) Given the product [CH2:24]([C:18]1[C:19](=[O:20])[N:6]2[N:5]=[CH:4][C:3]([N:7]3[CH:11]=[C:10]([C:12]([O:14][CH3:15])=[O:13])[N:9]=[CH:8]3)=[C:2]2[NH:1][C:16]=1[CH3:17])[CH3:25], predict the reactants needed to synthesize it. The reactants are: [NH2:1][C:2]1[NH:6][N:5]=[CH:4][C:3]=1[N:7]1[CH:11]=[C:10]([C:12]([O:14][CH3:15])=[O:13])[N:9]=[CH:8]1.[CH2:16]([CH:18]([C:24](=O)[CH3:25])[C:19](OCC)=[O:20])[CH3:17]. (4) Given the product [CH2:23]([N:4]([CH2:1][CH2:2][CH3:3])[CH2:5][CH2:6][CH2:7][CH2:8][NH:9][C:10]([C:12]1[N:13]=[C:14]2[CH2:19][CH2:18][CH:17]([CH2:20][NH:21][CH2:38][C:34]3[NH:33][CH:37]=[CH:36][N:35]=3)[CH2:16][N:15]2[CH:22]=1)=[O:11])[CH2:24][CH3:25], predict the reactants needed to synthesize it. The reactants are: [CH2:1]([N:4]([CH2:23][CH2:24][CH3:25])[CH2:5][CH2:6][CH2:7][CH2:8][NH:9][C:10]([C:12]1[N:13]=[C:14]2[CH2:19][CH2:18][CH:17]([CH2:20][NH2:21])[CH2:16][N:15]2[CH:22]=1)=[O:11])[CH2:2][CH3:3].C(OC)(OC)OC.[NH:33]1[CH:37]=[CH:36][N:35]=[C:34]1[CH:38]=O.[BH4-].[Na+]. (5) The reactants are: [ClH:1].[N:2]1[CH:7]=[CH:6][CH:5]=[C:4]([C@@H:8]2[CH2:10][C@H:9]2[NH:11]C(=O)OC(C)(C)C)[CH:3]=1. Given the product [ClH:1].[N:2]1[CH:7]=[CH:6][CH:5]=[C:4]([C@@H:8]2[CH2:10][C@H:9]2[NH2:11])[CH:3]=1, predict the reactants needed to synthesize it. (6) Given the product [CH2:9]([N:14]1[C:13]([C:15]2[CH:20]=[N:19][C:18]([O:21][CH2:22][CH3:23])=[N:17][CH:16]=2)=[C:12]2[C:7](=[CH:8][CH:9]([C:32]3[CH:33]=[CH:34][CH:35]=[CH:36][CH:37]=3)[C:10](=[O:31])[NH:11]2)[C:3]([OH:4])=[C:5]1[C:6]([NH:39][CH2:40][CH2:41][C:42]([OH:44])=[O:43])=[O:38])[C:32]1[CH:37]=[CH:36][CH:35]=[CH:34][CH:33]=1, predict the reactants needed to synthesize it. The reactants are: CO[C:3]([C:5]1[C:6]([OH:38])=[C:7]2[C:12](=[C:13]([C:15]3[CH:16]=[N:17][C:18]([O:21][CH2:22][CH3:23])=[N:19][CH:20]=3)[N:14]=1)[N:11](CC1C=CC=CC=1)[C:10](=[O:31])[C:9]([C:32]1[CH:37]=[CH:36][CH:35]=[CH:34][CH:33]=1)=[CH:8]2)=[O:4].[NH2:39][CH2:40][CH2:41][C:42]([OH:44])=[O:43].C[O-].[Na+].